Predict the reactants needed to synthesize the given product. From a dataset of Full USPTO retrosynthesis dataset with 1.9M reactions from patents (1976-2016). (1) Given the product [O:36]=[C:32]1[CH2:33][CH2:34][CH2:35][N:31]1[C:2]1[CH:7]=[CH:6][C:5]([NH:8][C:9]([N:11]2[CH2:16][CH2:15][CH:14]([C:17]3[C:26]4[C:21](=[CH:22][C:23]([O:29][CH3:30])=[C:24]([O:27][CH3:28])[CH:25]=4)[N:20]=[CH:19][N:18]=3)[CH2:13][CH2:12]2)=[O:10])=[CH:4][CH:3]=1, predict the reactants needed to synthesize it. The reactants are: I[C:2]1[CH:7]=[CH:6][C:5]([NH:8][C:9]([N:11]2[CH2:16][CH2:15][CH:14]([C:17]3[C:26]4[C:21](=[CH:22][C:23]([O:29][CH3:30])=[C:24]([O:27][CH3:28])[CH:25]=4)[N:20]=[CH:19][N:18]=3)[CH2:13][CH2:12]2)=[O:10])=[CH:4][CH:3]=1.[NH:31]1[CH2:35][CH2:34][CH2:33][C:32]1=[O:36].CN(C)CCN.[O-]P([O-])([O-])=O.[K+].[K+].[K+]. (2) Given the product [C:1]([O:5][C:6]([N:8]1[CH2:12][C@@H:11]([CH2:13][NH:27][CH:24]([CH3:26])[CH3:25])[C@H:10]([C:15]([CH3:23])([CH3:22])[O:16][SiH2:17][C:18]([CH3:20])([CH3:19])[CH3:21])[CH2:9]1)=[O:7])([CH3:4])([CH3:3])[CH3:2], predict the reactants needed to synthesize it. The reactants are: [C:1]([O:5][C:6]([N:8]1[CH2:12][C@@H:11]([CH:13]=O)[C@H:10]([C:15]([CH3:23])([CH3:22])[O:16][SiH2:17][C:18]([CH3:21])([CH3:20])[CH3:19])[CH2:9]1)=[O:7])([CH3:4])([CH3:3])[CH3:2].[CH:24]([NH2:27])([CH3:26])[CH3:25].[BH-](OC(C)=O)(OC(C)=O)OC(C)=O.[Na+].CC#N.O. (3) Given the product [CH3:19][N:2]([CH3:1])[CH2:3][CH2:4][C:5]1[CH2:13][C:12]2[C:7](=[CH:8][CH:9]=[CH:10][CH:11]=2)[C:6]=1[CH:14]([CH3:18])[C:15]([NH:50][CH2:51][CH:52]([OH:53])[C:54]1[CH:59]=[CH:58][CH:57]=[CH:56][CH:55]=1)=[O:17], predict the reactants needed to synthesize it. The reactants are: [CH3:1][N:2]([CH3:19])[CH2:3][CH2:4][C:5]1[CH2:13][C:12]2[C:7](=[CH:8][CH:9]=[CH:10][CH:11]=2)[C:6]=1[CH:14]([CH3:18])[C:15]([OH:17])=O.C1C=CC2N(O)N=NC=2C=1.CCN=C=NCCCN(C)C.CCN(C(C)C)C(C)C.[NH2:50][CH2:51][CH:52]([C:54]1[CH:59]=[CH:58][CH:57]=[CH:56][CH:55]=1)[OH:53].